From a dataset of Full USPTO retrosynthesis dataset with 1.9M reactions from patents (1976-2016). Predict the reactants needed to synthesize the given product. (1) Given the product [CH3:40][O:41][C:42](=[O:43])[NH:44][C@@H:45]([C:49]([CH3:50])([S:51][CH3:52])[CH3:53])[C:46](=[O:47])[NH:1][C@@H:2]([CH2:33][C:34]1[CH:35]=[CH:36][CH:37]=[CH:38][CH:39]=1)[CH2:3][C@H:4]([OH:32])[C@H:5]([CH2:6][C:7]1[CH:12]=[CH:11][C:10]([C:13]2[CH:18]=[CH:17][CH:16]=[CH:15][N:14]=2)=[CH:9][CH:8]=1)[NH:19][C:20](=[O:21])[C@H:22]([C:23]([CH3:25])([CH3:26])[CH3:24])[NH:27][C:28](=[O:31])[O:29][CH3:30], predict the reactants needed to synthesize it. The reactants are: [NH2:1][C@@H:2]([CH2:33][C:34]1[CH:39]=[CH:38][CH:37]=[CH:36][CH:35]=1)[CH2:3][C@H:4]([OH:32])[C@@H:5]([NH:19][C:20]([C@@H:22]([NH:27][C:28](=[O:31])[O:29][CH3:30])[C:23]([CH3:26])([CH3:25])[CH3:24])=[O:21])[CH2:6][C:7]1[CH:12]=[CH:11][C:10]([C:13]2[CH:18]=[CH:17][CH:16]=[CH:15][N:14]=2)=[CH:9][CH:8]=1.[CH3:40][O:41][C:42]([NH:44][C@@H:45]([C:49]([CH3:53])([S:51][CH3:52])[CH3:50])[C:46](O)=[O:47])=[O:43].CCOP(ON1N=NC2C=CC=CC=2C1=O)(OCC)=O.C(N(CC)C(C)C)(C)C. (2) Given the product [ClH:1].[Cl:1][C:2]1[C:11]([CH2:12][NH:13][CH:14]2[CH2:19][CH2:18][N:17]([CH2:20][CH2:21][N:22]3[C:31]4[C:26](=[CH:27][CH:28]=[C:29]([O:32][CH3:33])[CH:30]=4)[N:25]=[CH:24][C:23]3=[O:34])[CH2:16][CH2:15]2)=[N:10][C:9]2[N:8]([CH3:35])[C:7](=[O:36])[CH2:6][S:5][C:4]=2[CH:3]=1, predict the reactants needed to synthesize it. The reactants are: [Cl:1][C:2]1[C:11]([CH2:12][NH:13][CH:14]2[CH2:19][CH2:18][N:17]([CH2:20][CH2:21][N:22]3[C:31]4[C:26](=[CH:27][CH:28]=[C:29]([O:32][CH3:33])[CH:30]=4)[N:25]=[CH:24][C:23]3=[O:34])[CH2:16][CH2:15]2)=[N:10][C:9]2[N:8]([CH3:35])[C:7](=[O:36])[CH2:6][S:5][C:4]=2[CH:3]=1.Cl.C(OCC)(=O)C. (3) Given the product [Cl:1][C:2]1[CH:16]=[CH:15][C:5]([O:6][C:7]2[CH:8]=[CH:9][C:10]([C:11]#[N:12])=[CH:13][CH:14]=2)=[C:4]([CH:17]=[N:40][C:38]([O:47][Si:20]([CH3:27])([CH3:26])[CH3:19])=[CH2:39])[CH:3]=1, predict the reactants needed to synthesize it. The reactants are: [Cl:1][C:2]1[CH:16]=[CH:15][C:5]([O:6][C:7]2[CH:14]=[CH:13][C:10]([C:11]#[N:12])=[CH:9][CH:8]=2)=[C:4]([CH:17]=O)[CH:3]=1.[CH3:19][Si:20]([CH3:27])([CH3:26])N[Si:20]([CH3:27])([CH3:26])[CH3:19].C([Li])CCC.C[Si](Cl)(C)C.[CH2:38]([N:40](CC)CC)[CH3:39].C(Cl)(=[O:47])C. (4) Given the product [ClH:18].[ClH:18].[NH2:7][CH:8]([C:12]1[NH:16][N:15]=[N:14][N:13]=1)[CH2:9][C:10]#[N:11], predict the reactants needed to synthesize it. The reactants are: C(OC(=O)[NH:7][CH:8]([C:12]1[NH:16][N:15]=[N:14][N:13]=1)[CH2:9][C:10]#[N:11])(C)(C)C.[ClH:18]. (5) The reactants are: C1COCC1.[F:6][C:7]1[CH:12]=[CH:11][CH:10]=[C:9]([F:13])[C:8]=1[N:14]1[C:19]2[N:20]=[C:21]([NH:39][CH2:40][C:41]3[NH:42][CH:43]=[CH:44][N:45]=3)[N:22]=[C:23]([C:24]3[CH:25]=[C:26]([CH:35]=[CH:36][C:37]=3[CH3:38])[C:27]([NH:29][C:30]3[S:31][CH:32]=[CH:33][N:34]=3)=[O:28])[C:18]=2[CH:17]=[CH:16][C:15]1=[O:46].[CH3:47][C:48]1[CH:53]=[CH:52][C:51]([S:54]([OH:57])(=[O:56])=[O:55])=[CH:50][CH:49]=1. Given the product [CH3:47][C:48]1[CH:49]=[CH:50][C:51]([S:54]([OH:57])(=[O:56])=[O:55])=[CH:52][CH:53]=1.[F:6][C:7]1[CH:12]=[CH:11][CH:10]=[C:9]([F:13])[C:8]=1[N:14]1[C:19]2[N:20]=[C:21]([NH:39][CH2:40][C:41]3[NH:45][CH:44]=[CH:43][N:42]=3)[N:22]=[C:23]([C:24]3[CH:25]=[C:26]([CH:35]=[CH:36][C:37]=3[CH3:38])[C:27]([NH:29][C:30]3[S:31][CH:32]=[CH:33][N:34]=3)=[O:28])[C:18]=2[CH:17]=[CH:16][C:15]1=[O:46], predict the reactants needed to synthesize it. (6) The reactants are: [CH3:1][O:2][C:3]1[CH:4]=[C:5]([CH:34]=[C:35]([O:39][CH3:40])[C:36]=1[O:37][CH3:38])[C:6]([O:8][CH2:9][C:10]([N:19](C(OC(OC(=O)CNC(=O)C)C)=O)[CH3:20])([C:13]1[CH:18]=[CH:17][CH:16]=[CH:15][CH:14]=1)[CH2:11][CH3:12])=[O:7].[OH2:41]. Given the product [CH3:1][O:2][C:3]1[CH:4]=[C:5]([CH:34]=[C:35]([O:39][CH3:40])[C:36]=1[O:37][CH3:38])[C:6]([O:8][CH2:9][C:10]([NH:19][CH2:20][C:9]([O:8][CH2:6][C:5]1[CH:34]=[CH:35][C:36]([O:37][CH3:38])=[CH:3][CH:4]=1)=[O:41])([C:13]1[CH:14]=[CH:15][CH:16]=[CH:17][CH:18]=1)[CH2:11][CH3:12])=[O:7], predict the reactants needed to synthesize it.